Dataset: Catalyst prediction with 721,799 reactions and 888 catalyst types from USPTO. Task: Predict which catalyst facilitates the given reaction. (1) Reactant: C([O:3][C:4](=[O:26])[CH2:5][CH2:6][C:7](=[O:25])[C@@H:8]([NH:16][C:17](=[O:24])[C:18]1[CH:23]=[CH:22][CH:21]=[CH:20][CH:19]=1)[CH2:9][C:10]1[CH:15]=[CH:14][CH:13]=[CH:12][CH:11]=1)C.[Li+].[OH-].C(O)(=O)C. Product: [C:17]([NH:16][C@@H:8]([CH2:9][C:10]1[CH:11]=[CH:12][CH:13]=[CH:14][CH:15]=1)[C:7](=[O:25])[CH2:6][CH2:5][C:4]([OH:26])=[O:3])(=[O:24])[C:18]1[CH:19]=[CH:20][CH:21]=[CH:22][CH:23]=1. The catalyst class is: 36. (2) Reactant: Cl[C:2]1[N:7]=[CH:6][C:5]([Br:8])=[CH:4][N:3]=1.Cl.CN.[CH:12]([N:15](C(C)C)CC)(C)C. Product: [Br:8][C:5]1[CH:4]=[N:3][C:2]([NH:15][CH3:12])=[N:7][CH:6]=1. The catalyst class is: 10. (3) Reactant: [Br:1][C:2]1[S:3][CH:4]=[C:5]([CH:7]=O)[N:6]=1.[CH3:9][O:10][C:11](=[O:32])[CH:12]=P(C1C=CC=CC=1)(C1C=CC=CC=1)C1C=CC=CC=1. Product: [CH3:9][O:10][C:11](=[O:32])[CH:12]=[CH:7][C:5]1[N:6]=[C:2]([Br:1])[S:3][CH:4]=1. The catalyst class is: 30.